From a dataset of Full USPTO retrosynthesis dataset with 1.9M reactions from patents (1976-2016). Predict the reactants needed to synthesize the given product. (1) Given the product [Cl:1][C:2]1[N:7]=[C:6]([N:8]2[CH2:12][C@H:11]([CH2:13][CH3:14])[C@@:10]([CH:17]3[CH2:19][CH2:18]3)([C:15]#[N:16])[C:9]2=[O:20])[CH:5]=[CH:4][N:3]=1, predict the reactants needed to synthesize it. The reactants are: [Cl:1][C:2]1[N:7]=[C:6]([N:8]2[CH2:12][CH:11]([CH2:13][CH3:14])[C:10]([CH:17]3[CH2:19][CH2:18]3)([C:15]#[N:16])[C:9]2=[O:20])[CH:5]=[CH:4][N:3]=1. (2) Given the product [CH3:1][O:2][C:3]([NH:5][C@@H:6]([CH:59]([CH3:61])[CH3:60])[C:7]([N:9]1[C@H:13]([C:14]2[NH:18][C:17]3[C:19]4[C:24]([CH:25]=[CH:26][C:16]=3[N:15]=2)=[CH:23][C:22]2[C:27]3[C:32]([CH2:33][O:34][C:21]=2[CH:20]=4)=[CH:31][C:30]([C:35]2[NH:39][C:38]([CH:40]4[CH2:44][CH2:43][CH2:42][N:41]4[C:45](=[O:55])[C@@H:46]([NH:50][C:51](=[O:54])[O:52][CH3:53])[CH:47]4[CH2:49][CH2:64][O:63][CH2:62][CH2:48]4)=[N:37][CH:36]=2)=[CH:29][CH:28]=3)[CH2:12][C@@H:11]2[CH2:56][CH2:57][CH2:58][C@H:10]12)=[O:8])=[O:4], predict the reactants needed to synthesize it. The reactants are: [CH3:1][O:2][C:3]([NH:5][C@@H:6]([CH:59]([CH3:61])[CH3:60])[C:7]([N:9]1[C@H:13]([C:14]2[NH:18][C:17]3[C:19]4[C:24]([CH:25]=[CH:26][C:16]=3[N:15]=2)=[CH:23][C:22]2[C:27]3[C:32]([CH2:33][O:34][C:21]=2[CH:20]=4)=[CH:31][C:30]([C:35]2[NH:39][C:38]([CH:40]4[CH2:44][CH2:43][CH2:42][N:41]4[C:45](=[O:55])[C@@H:46]([NH:50][C:51](=[O:54])[O:52][CH3:53])[CH:47]([CH3:49])[CH3:48])=[N:37][CH:36]=2)=[CH:29][CH:28]=3)[CH2:12][C@@H:11]2[CH2:56][CH2:57][CH2:58][C@H:10]12)=[O:8])=[O:4].[CH3:62][O:63][C:64](N[C@@H](C(C)C)C(O)=O)=O. (3) Given the product [C:1]([O:5][C:6]([NH:8][CH2:9][CH2:10][CH2:11][CH:12]([CH2:18][C:19]1[N:20]=[CH:21][N:22]([CH:24]2[CH2:29][CH2:28][CH2:27][C:26]([CH3:30])([CH3:31])[CH2:25]2)[CH:23]=1)[C:13]([O:15][CH2:16][CH3:17])=[O:14])=[O:7])([CH3:2])([CH3:3])[CH3:4], predict the reactants needed to synthesize it. The reactants are: [C:1]([O:5][C:6]([NH:8][CH2:9][CH2:10][CH2:11]/[C:12](=[CH:18]\[C:19]1[N:20]=[CH:21][N:22]([CH:24]2[CH2:29][CH2:28][CH2:27][C:26]([CH3:31])([CH3:30])[CH2:25]2)[CH:23]=1)/[C:13]([O:15][CH2:16][CH3:17])=[O:14])=[O:7])([CH3:4])([CH3:3])[CH3:2]. (4) Given the product [CH2:17]1[O:16][P:4]([OH:5])(=[O:6])[O:7][C@H:19]2[C@@H:20]([OH:34])[C@H:21]([N:23]3[C:33]4[NH:32][C:30]([NH2:31])=[N:29][C:27](=[O:28])[C:26]=4[N:25]=[CH:24]3)[O:22][C@@H:18]2[CH2:17][O:16][P:4]([OH:7])(=[O:6])[O:5][C@H:19]2[C@@H:20]([OH:34])[C@H:21]([N:23]3[C:33]4[NH:32][C:30]([NH2:31])=[N:29][C:27](=[O:28])[C:26]=4[N:25]=[CH:24]3)[O:22][C@H:18]12, predict the reactants needed to synthesize it. The reactants are: [Cl-].[Mg+2].[Cl-].[P:4]([O:16][CH2:17][C@H:18]1[O:22][C@@H:21]([N:23]2[C:33]3[N:32]=[C:30]([NH2:31])[NH:29][C:27](=[O:28])[C:26]=3[N:25]=[CH:24]2)[C@H:20]([OH:34])[C@@H:19]1O)([O:7]P(OP(O)(O)=O)(O)=O)(=[O:6])[OH:5]. (5) Given the product [C:1]1([O:6][S:13]([C:16]([F:19])([F:18])[F:17])(=[O:15])=[O:14])[CH2:5][CH2:4][CH2:3][CH:2]=1, predict the reactants needed to synthesize it. The reactants are: [C:1]1(=[O:6])[CH2:5][CH2:4][CH2:3][CH2:2]1.N1C=CC=CC=1.[S:13](O[S:13]([C:16]([F:19])([F:18])[F:17])(=[O:15])=[O:14])([C:16]([F:19])([F:18])[F:17])(=[O:15])=[O:14]. (6) Given the product [C:22]([C:26]1[CH:27]=[CH:28][C:29]([NH:32][C:14]2[C:15]3[CH2:16][CH2:17][N:8]([CH2:1][C:2]4[CH:7]=[CH:6][CH:5]=[CH:4][CH:3]=4)[CH2:9][C:10]=3[N:11]=[C:12]([CH2:19][O:20][CH3:21])[N:13]=2)=[CH:30][CH:31]=1)([CH3:25])([CH3:23])[CH3:24], predict the reactants needed to synthesize it. The reactants are: [CH2:1]([N:8]1[CH2:17][CH2:16][C:15]2[C:14](Cl)=[N:13][C:12]([CH2:19][O:20][CH3:21])=[N:11][C:10]=2[CH2:9]1)[C:2]1[CH:7]=[CH:6][CH:5]=[CH:4][CH:3]=1.[C:22]([C:26]1[CH:31]=[CH:30][C:29]([NH2:32])=[CH:28][CH:27]=1)([CH3:25])([CH3:24])[CH3:23]. (7) Given the product [Cl:1][C:2]1[C:3]([F:15])=[CH:4][C:5]([N+:12]([O-:14])=[O:13])=[C:6]([N:8]([CH:9]2[CH2:11][CH2:10]2)[CH3:20])[CH:7]=1, predict the reactants needed to synthesize it. The reactants are: [Cl:1][C:2]1[C:3]([F:15])=[CH:4][C:5]([N+:12]([O-:14])=[O:13])=[C:6]([NH:8][CH:9]2[CH2:11][CH2:10]2)[CH:7]=1.[H-].[Na+].CI.[C:20](=O)(O)[O-].[Na+]. (8) Given the product [CH:12]([C@@H:13]1[CH2:17][CH2:16][CH2:15][N:14]1[C:18]([O:20][C:21]([CH3:24])([CH3:23])[CH3:22])=[O:19])=[O:11], predict the reactants needed to synthesize it. The reactants are: C(Cl)(=O)C(Cl)=O.CS(C)=O.[OH:11][CH2:12][C@@H:13]1[CH2:17][CH2:16][CH2:15][N:14]1[C:18]([O:20][C:21]([CH3:24])([CH3:23])[CH3:22])=[O:19].C(N(CC)CC)C.C(O)(=O)CC(CC(O)=O)(C(O)=O)O.